From a dataset of Reaction yield outcomes from USPTO patents with 853,638 reactions. Predict the reaction yield, written as a fraction of the theoretical maximum amount of product (1.0 means a 100% yield; for example, 0.34 means a 34% yield). (1) The reactants are [BH4-].[Li+].[OH:3][C:4]1([C:23]2[CH:28]=[CH:27][CH:26]=[CH:25][CH:24]=2)[CH2:22][CH:7]2[CH2:8][N:9]([CH2:11][CH2:12][C:13]([C:15]3[CH:20]=[CH:19][C:18]([OH:21])=[CH:17][CH:16]=3)=[O:14])[CH2:10][CH:6]2[CH2:5]1. The catalyst is O1CCCC1. The product is [OH:14][CH:13]([C:15]1[CH:16]=[CH:17][C:18]([OH:21])=[CH:19][CH:20]=1)[CH2:12][CH2:11][N:9]1[CH2:8][CH:7]2[CH2:22][C:4]([C:23]3[CH:28]=[CH:27][CH:26]=[CH:25][CH:24]=3)([OH:3])[CH2:5][CH:6]2[CH2:10]1. The yield is 0.740. (2) The reactants are [CH3:1][N:2]([CH3:35])[C:3]([C:5]1[CH:10]=[CH:9][C:8]([N:11]2[C:20]3[C:15](=[N:16][CH:17]=[C:18]([CH2:21][C:22]4[CH:27]=[CH:26][C:25]([F:28])=[CH:24][CH:23]=4)[CH:19]=3)[C:14]([OH:29])=[C:13]([C:30](OC)=[O:31])[C:12]2=[O:34])=[CH:7][CH:6]=1)=[O:4].[NH2:36][CH2:37][CH2:38][CH2:39][N:40]1[CH2:44][CH2:43][CH2:42][C:41]1=[O:45]. The catalyst is CO. The product is [CH3:1][N:2]([CH3:35])[C:3]([C:5]1[CH:6]=[CH:7][C:8]([N:11]2[C:20]3[C:15](=[N:16][CH:17]=[C:18]([CH2:21][C:22]4[CH:27]=[CH:26][C:25]([F:28])=[CH:24][CH:23]=4)[CH:19]=3)[C:14]([OH:29])=[C:13]([C:30]([NH:36][CH2:37][CH2:38][CH2:39][N:40]3[CH2:44][CH2:43][CH2:42][C:41]3=[O:45])=[O:31])[C:12]2=[O:34])=[CH:9][CH:10]=1)=[O:4]. The yield is 0.800. (3) The reactants are FC(F)(F)C(O)=O.[CH:8]1([O:12][C:13]2[CH:14]=[C:15]([F:28])[C:16]([F:27])=[C:17]([NH:19]C(=O)OC(C)(C)C)[CH:18]=2)[CH2:11][CH2:10][CH2:9]1.[Cl:29]CCl. No catalyst specified. The product is [ClH:29].[CH:8]1([O:12][C:13]2[CH:14]=[C:15]([F:28])[C:16]([F:27])=[C:17]([CH:18]=2)[NH2:19])[CH2:9][CH2:10][CH2:11]1. The yield is 0.890. (4) The reactants are [CH:1]([C:3]1[CH:8]=[CH:7][C:6]([C:9]#[C:10][C:11]2[CH:18]=[CH:17][C:14]([C:15]#[N:16])=[CH:13][CH:12]=2)=[CH:5][CH:4]=1)=O.[NH:19]1[CH2:24][CH2:23][O:22][CH2:21][CH2:20]1.C(O[BH-](OC(=O)C)OC(=O)C)(=O)C.[Na+]. The catalyst is C(Cl)(Cl)Cl. The product is [N:19]1([CH2:1][C:3]2[CH:8]=[CH:7][C:6]([C:9]#[C:10][C:11]3[CH:18]=[CH:17][C:14]([C:15]#[N:16])=[CH:13][CH:12]=3)=[CH:5][CH:4]=2)[CH2:24][CH2:23][O:22][CH2:21][CH2:20]1. The yield is 0.970.